This data is from Full USPTO retrosynthesis dataset with 1.9M reactions from patents (1976-2016). The task is: Predict the reactants needed to synthesize the given product. (1) The reactants are: CO[C:3]([C:5]1[CH:6]=[N:7][C:8](Cl)=[C:9](Br)[CH:10]=1)=[O:4].[Cl:13][C:14]1[CH:19]=[CH:18][C:17](B(O)O)=[CH:16][CH:15]=1.[CH3:23][N:24]1[C:28]([CH2:29][OH:30])=[N:27][CH:26]=[N:25]1.[NH2:31][C@@H:32]1[CH2:37][CH2:36][CH2:35][CH2:34][C@H:33]1[OH:38]. Given the product [Cl:13][C:14]1[CH:19]=[CH:18][C:17]([C:9]2[C:8]([O:30][CH2:29][C:28]3[N:24]([CH3:23])[N:25]=[CH:26][N:27]=3)=[N:7][CH:6]=[C:5]([CH:10]=2)[C:3]([NH:31][C@@H:32]2[CH2:37][CH2:36][CH2:35][CH2:34][C@H:33]2[OH:38])=[O:4])=[CH:16][CH:15]=1, predict the reactants needed to synthesize it. (2) Given the product [OH:35][CH2:34][C@@H:33]([N:26]1[C:27]2[N:28]=[CH:29][N:30]=[CH:31][C:32]=2[C:24]([C:22]([C:18]2[CH:17]=[C:16]([NH:15][C:10](=[O:12])[CH2:9][C:6]3[CH:5]=[CH:4][C:3]([C:2]([F:1])([F:14])[F:13])=[CH:8][CH:7]=3)[CH:21]=[N:20][CH:19]=2)=[O:23])=[CH:25]1)[CH3:43], predict the reactants needed to synthesize it. The reactants are: [F:1][C:2]([F:14])([F:13])[C:3]1[CH:8]=[CH:7][C:6]([CH2:9][C:10]([OH:12])=O)=[CH:5][CH:4]=1.[NH2:15][C:16]1[CH:17]=[C:18]([C:22]([C:24]2[C:32]3[CH:31]=[N:30][CH:29]=[N:28][C:27]=3[N:26]([C@@H:33]([CH3:43])[CH2:34][O:35][Si](C(C)(C)C)(C)C)[CH:25]=2)=[O:23])[CH:19]=[N:20][CH:21]=1.CCCP(O)(O)=O.C(N(CC)CC)C.C(=O)(O)[O-].[Na+]. (3) Given the product [Br:1][C:2]1[CH:6]=[CH:5][S:4][C:3]=1[C:7]([NH2:26])=[O:9], predict the reactants needed to synthesize it. The reactants are: [Br:1][C:2]1[CH:6]=[CH:5][S:4][C:3]=1[C:7]([OH:9])=O.C1(C)C=CC=CC=1.S(Cl)(Cl)=O.O1CCCC1.[NH3:26].O. (4) Given the product [C:27]([O:26][C:24]([N:8]([C:6]([O:5][C:1]([CH3:4])([CH3:3])[CH3:2])=[O:7])[C@@H:9]([CH2:17][CH2:18][CH:19]=[O:20])[C:10]([O:12][C:13]([CH3:14])([CH3:15])[CH3:16])=[O:11])=[O:25])([CH3:28])([CH3:29])[CH3:30], predict the reactants needed to synthesize it. The reactants are: [C:1]([O:5][C:6]([N:8]([C:24]([O:26][C:27]([CH3:30])([CH3:29])[CH3:28])=[O:25])[C@@H:9]([CH2:17][CH2:18][C:19](OCC)=[O:20])[C:10]([O:12][C:13]([CH3:16])([CH3:15])[CH3:14])=[O:11])=[O:7])([CH3:4])([CH3:3])[CH3:2].[H-].C([Al+]CC(C)C)C(C)C.